This data is from Forward reaction prediction with 1.9M reactions from USPTO patents (1976-2016). The task is: Predict the product of the given reaction. (1) Given the reactants [Cl:1][C:2]1[CH:8]=[CH:7][C:5]([NH2:6])=[CH:4][C:3]=1[C:9]1[CH:14]=[CH:13][CH:12]=[CH:11][N:10]=1.[CH2:15]([NH:22][C:23]([C:25]1[CH:33]=[CH:32][C:28]([C:29](O)=[O:30])=[CH:27][N:26]=1)=[O:24])[C:16]1[CH:21]=[CH:20][CH:19]=[CH:18][CH:17]=1, predict the reaction product. The product is: [CH2:15]([NH:22][C:23]([C:25]1[CH:33]=[CH:32][C:28]([C:29]([NH:6][C:5]2[CH:7]=[CH:8][C:2]([Cl:1])=[C:3]([C:9]3[CH:14]=[CH:13][CH:12]=[CH:11][N:10]=3)[CH:4]=2)=[O:30])=[CH:27][N:26]=1)=[O:24])[C:16]1[CH:21]=[CH:20][CH:19]=[CH:18][CH:17]=1. (2) The product is: [CH2:31]([N:38]1[CH2:44][C@:13]2([C:19](=[O:25])[CH2:20][O:21][C:22](=[O:24])[CH3:23])[C@@H:14]([CH2:15][C@H:16]3[C@H:17]4[C@@:9]([F:28])([C@:8]5([CH3:29])[C:3]([C@@H:2]([F:1])[CH2:18]4)=[CH:4][C:5](=[O:30])[CH:6]=[CH:7]5)[C@@H:10]([OH:27])[CH2:11][C@@:12]32[CH3:26])[CH2:39]1)[C:32]1[CH:37]=[CH:36][CH:35]=[CH:34][CH:33]=1. Given the reactants [F:1][C@H:2]1[CH2:18][C@@H:17]2[C@:9]([F:28])([C@@H:10]([OH:27])[CH2:11][C@@:12]3([CH3:26])[C@H:16]2[CH2:15][CH:14]=[C:13]3[C:19](=[O:25])[CH2:20][O:21][C:22](=[O:24])[CH3:23])[C@:8]2([CH3:29])[C:3]1=[CH:4][C:5](=[O:30])[CH:6]=[CH:7]2.[CH2:31]([N:38]([CH2:44]O[CH2:39][N:38]([CH2:44][Si](C)(C)C)[CH2:31][C:32]1[CH:37]=[CH:36][CH:35]=[CH:34][CH:33]=1)[CH2:39][Si](C)(C)C)[C:32]1[CH:37]=[CH:36][CH:35]=[CH:34][CH:33]=1, predict the reaction product. (3) Given the reactants C(OC([N:8]1[CH:13]2[CH2:14][CH2:15][CH:9]1[CH2:10][C:11]([OH:23])([C:16]1[C:21]([CH3:22])=[N:20][CH:19]=[CH:18][N:17]=1)[CH2:12]2)=O)(C)(C)C, predict the reaction product. The product is: [CH3:22][C:21]1[C:16]([C:11]2([OH:23])[CH2:10][CH:9]3[NH:8][CH:13]([CH2:14][CH2:15]3)[CH2:12]2)=[N:17][CH:18]=[CH:19][N:20]=1. (4) Given the reactants [OH:1][CH:2]=[C:3]([C:6]1[CH:11]=[CH:10][CH:9]=[CH:8][CH:7]=1)[C:4]#[N:5].[H-].[Na+].S(OC)(O[CH3:18])(=O)=O, predict the reaction product. The product is: [CH3:18][O:1][CH:2]=[C:3]([C:6]1[CH:11]=[CH:10][CH:9]=[CH:8][CH:7]=1)[C:4]#[N:5]. (5) Given the reactants [F:1][C:2]1[CH:7]=[CH:6][C:5]([C:8]2[CH:13]=[CH:12][C:11]([S:14]([CH3:17])(=[O:16])=[O:15])=[CH:10][C:9]=2[C:18]([N:20]2[CH2:25][CH2:24][N:23]([C:26]3[N:31]=[CH:30][C:29]([CH:32]([OH:34])[CH3:33])=[CH:28][CH:27]=3)[CH2:22][CH2:21]2)=[O:19])=[CH:4][CH:3]=1.[CH3:35]C1C=CC(S(O)(=O)=O)=CC=1.CO.O1CCOCC1, predict the reaction product. The product is: [F:1][C:2]1[CH:7]=[CH:6][C:5]([C:8]2[CH:13]=[CH:12][C:11]([S:14]([CH3:17])(=[O:16])=[O:15])=[CH:10][C:9]=2[C:18]([N:20]2[CH2:25][CH2:24][N:23]([C:26]3[CH:27]=[CH:28][C:29]([CH:32]([O:34][CH3:35])[CH3:33])=[CH:30][N:31]=3)[CH2:22][CH2:21]2)=[O:19])=[CH:4][CH:3]=1. (6) Given the reactants F[C:2]1[CH:7]=[CH:6][C:5]([N+:8]([O-:10])=[O:9])=[CH:4][CH:3]=1.[NH:11]1[CH2:16][CH2:15][O:14][C@@H:13]([CH2:17][OH:18])[CH2:12]1.CCN(C(C)C)C(C)C.O, predict the reaction product. The product is: [N+:8]([C:5]1[CH:6]=[CH:7][C:2]([N:11]2[CH2:16][CH2:15][O:14][C@@H:13]([CH2:17][OH:18])[CH2:12]2)=[CH:3][CH:4]=1)([O-:10])=[O:9].